Predict the product of the given reaction. From a dataset of Forward reaction prediction with 1.9M reactions from USPTO patents (1976-2016). (1) The product is: [C:14]([C:2]([C:3]1[CH:11]=[CH:10][C:8]([OH:9])=[C:5]([O:6][CH3:7])[CH:4]=1)=[O:1])(=[O:15])[CH:13]([CH3:12])[OH:17]. Given the reactants [O:1]=[CH:2][C:3]1[CH:11]=[CH:10][C:8]([OH:9])=[C:5]([O:6][CH3:7])[CH:4]=1.[CH3:12][CH:13]1[O:17]C(=O)[O:15][C:14]1=O.C(=O)=O, predict the reaction product. (2) The product is: [F:1][C:2]1[C:11]2[O:10][CH2:9][C@@H:8]([CH3:12])[NH:7][C:6]=2[C:5]([NH2:13])=[CH:4][CH:3]=1. Given the reactants [F:1][C:2]1[C:11]2[O:10][CH2:9][C@@H:8]([CH3:12])[NH:7][C:6]=2[C:5]([N+:13]([O-])=O)=[CH:4][CH:3]=1, predict the reaction product. (3) Given the reactants [OH:1][C:2]1[CH:7]=[CH:6][N:5]([CH2:8][CH2:9][C:10]2[CH:15]=[CH:14][C:13]([CH2:16][OH:17])=[CH:12][CH:11]=2)[C:4](=[O:18])[CH:3]=1.Br[CH2:20][C:21]1[CH:26]=[CH:25][N:24]=[CH:23][CH:22]=1.C(=O)([O-])[O-].[K+].[K+], predict the reaction product. The product is: [OH:17][CH2:16][C:13]1[CH:14]=[CH:15][C:10]([CH2:9][CH2:8][N:5]2[CH:6]=[CH:7][C:2]([O:1][CH2:20][C:21]3[CH:26]=[CH:25][N:24]=[CH:23][CH:22]=3)=[CH:3][C:4]2=[O:18])=[CH:11][CH:12]=1. (4) Given the reactants [CH3:1][CH:2]([CH2:4][C:5]([CH3:7])=[O:6])[CH3:3].[CH3:8][CH2:9][C:10]([CH3:12])=O.[C:13](OCC(CO)(COCC(COC(=O)C=C)(COC(=O)C=C)COC(=O)C=C)COC(=O)C=C)(=O)[CH:14]=[CH2:15].C(OCC(COC(=O)C=C)(COCC(COC(=O)C=C)(COC(=O)C=C)COC(=O)C=C)COC(=O)C=C)(=[O:53])C=C, predict the reaction product. The product is: [CH2:9]1[CH2:10][CH2:12][C:5]([OH:6])([C:4]([C:2]2[CH:3]=[CH:15][CH:14]=[CH:13][CH:1]=2)=[O:53])[CH2:7][CH2:8]1. (5) Given the reactants NC1C=CC(OC2C=C3C(=CC=2)OC(C2C=CC=CC=2)CC3)=NC=1.[N+:25]([C:28]1[CH:29]=[CH:30][C:31]([O:34][C:35]2[CH:36]=[C:37]3[C:42](=[CH:43][CH:44]=2)[O:41][CH:40]([C:45]2[CH:50]=[CH:49][C:48]([N+:51]([O-])=O)=[CH:47][CH:46]=2)[CH2:39][CH2:38]3)=[N:32][CH:33]=1)([O-])=O, predict the reaction product. The product is: [NH2:51][C:48]1[CH:49]=[CH:50][C:45]([CH:40]2[CH2:39][CH2:38][C:37]3[C:42](=[CH:43][CH:44]=[C:35]([O:34][C:31]4[N:32]=[CH:33][C:28]([NH2:25])=[CH:29][CH:30]=4)[CH:36]=3)[O:41]2)=[CH:46][CH:47]=1. (6) Given the reactants Cl.Cl.[Cl:3][C:4]1[CH:9]=[C:8]([C:10]#[N:11])[CH:7]=[CH:6][C:5]=1[C:12]1[CH:17]=[CH:16][C:15]([O:18][C:19]([F:22])([F:21])[F:20])=[C:14]([CH2:23][NH:24][C@H:25]2[CH2:30][CH2:29][NH:28][CH2:27][C@H:26]2[C:31]2[CH:36]=[CH:35][CH:34]=[CH:33][CH:32]=2)[CH:13]=1.[O:37]=[C:38]1[CH2:43][CH:42]([C:44](O)=[O:45])[CH2:41][C:40](=[O:47])[NH:39]1.Cl.C(OCC)(=O)C, predict the reaction product. The product is: [ClH:3].[Cl:3][C:4]1[CH:9]=[C:8]([C:10]#[N:11])[CH:7]=[CH:6][C:5]=1[C:12]1[CH:17]=[CH:16][C:15]([O:18][C:19]([F:21])([F:22])[F:20])=[C:14]([CH2:23][NH:24][C@H:25]2[CH2:30][CH2:29][N:28]([C:44]([CH:42]3[CH2:41][C:40](=[O:47])[NH:39][C:38](=[O:37])[CH2:43]3)=[O:45])[CH2:27][C@H:26]2[C:31]2[CH:32]=[CH:33][CH:34]=[CH:35][CH:36]=2)[CH:13]=1. (7) Given the reactants [CH:1]1([CH2:7][OH:8])[CH2:6][CH2:5][CH2:4][CH2:3][CH2:2]1.[H-].[Na+].Cl[C:12]1[CH:17]=[CH:16][N+:15]([O-])=[CH:14][CH:13]=1.CN(C=[O:23])C, predict the reaction product. The product is: [CH:1]1([CH2:7][O:8][C:12]2[CH:17]=[CH:16][NH:15][C:14](=[O:23])[CH:13]=2)[CH2:6][CH2:5][CH2:4][CH2:3][CH2:2]1. (8) Given the reactants [CH3:1][O:2][C:3]1[N:8]=[CH:7][C:6]([C:9](OC)=[O:10])=[C:5]([CH2:13][CH2:14][C@H:15]2[CH2:20][CH2:19][C@H:18]([C:21]([O:23][CH3:24])=[O:22])[CH2:17][NH:16]2)[CH:4]=1.C[Al](C)C, predict the reaction product. The product is: [CH3:1][O:2][C:3]1[N:8]=[CH:7][C:6]2[C:9](=[O:10])[N:16]3[CH2:17][C@H:18]([C:21]([O:23][CH3:24])=[O:22])[CH2:19][CH2:20][C@H:15]3[CH2:14][CH2:13][C:5]=2[CH:4]=1.